From a dataset of Forward reaction prediction with 1.9M reactions from USPTO patents (1976-2016). Predict the product of the given reaction. Given the reactants [CH:1]1([N:7]2[C:11](=[O:12])[CH:10]=[C:9]([CH3:13])[N:8]2[CH2:14][CH3:15])[CH2:6][CH2:5][CH2:4][CH2:3][CH2:2]1.[Cl:16]N1C(=O)CCC1=O, predict the reaction product. The product is: [Cl:16][C:10]1[C:11](=[O:12])[N:7]([CH:1]2[CH2:2][CH2:3][CH2:4][CH2:5][CH2:6]2)[N:8]([CH2:14][CH3:15])[C:9]=1[CH3:13].